Task: Regression. Given a peptide amino acid sequence and an MHC pseudo amino acid sequence, predict their binding affinity value. This is MHC class I binding data.. Dataset: Peptide-MHC class I binding affinity with 185,985 pairs from IEDB/IMGT (1) The peptide sequence is YVFPVIFSR. The MHC is Patr-A0301 with pseudo-sequence Patr-A0301. The binding affinity (normalized) is 0.668. (2) The peptide sequence is LGTIYGFIW. The MHC is HLA-B57:01 with pseudo-sequence HLA-B57:01. The binding affinity (normalized) is 0.422. (3) The peptide sequence is FGALFMWLL. The MHC is HLA-A68:02 with pseudo-sequence HLA-A68:02. The binding affinity (normalized) is 0.389. (4) The peptide sequence is RIKQIINMW. The MHC is HLA-A03:01 with pseudo-sequence HLA-A03:01. The binding affinity (normalized) is 0.230. (5) The peptide sequence is MGVTGILQL. The MHC is HLA-A02:01 with pseudo-sequence HLA-A02:01. The binding affinity (normalized) is 0. (6) The peptide sequence is GPKLKQWPL. The MHC is HLA-A68:02 with pseudo-sequence HLA-A68:02. The binding affinity (normalized) is 0.297.